This data is from Merck oncology drug combination screen with 23,052 pairs across 39 cell lines. The task is: Regression. Given two drug SMILES strings and cell line genomic features, predict the synergy score measuring deviation from expected non-interaction effect. (1) Drug 1: CC(=O)OC1C(=O)C2(C)C(O)CC3OCC3(OC(C)=O)C2C(OC(=O)c2ccccc2)C2(O)CC(OC(=O)C(O)C(NC(=O)c3ccccc3)c3ccccc3)C(C)=C1C2(C)C. Drug 2: O=C(CCCCCCC(=O)Nc1ccccc1)NO. Cell line: A375. Synergy scores: synergy=-9.34. (2) Drug 1: CN(C)C(=N)N=C(N)N. Drug 2: CCN(CC)CCNC(=O)c1c(C)[nH]c(C=C2C(=O)Nc3ccc(F)cc32)c1C. Cell line: SKMES1. Synergy scores: synergy=6.07. (3) Drug 1: Cc1nc(Nc2ncc(C(=O)Nc3c(C)cccc3Cl)s2)cc(N2CCN(CCO)CC2)n1. Drug 2: CCC1(O)C(=O)OCc2c1cc1n(c2=O)Cc2cc3c(CN(C)C)c(O)ccc3nc2-1. Cell line: NCIH520. Synergy scores: synergy=62.2. (4) Drug 1: CN(Cc1cnc2nc(N)nc(N)c2n1)c1ccc(C(=O)NC(CCC(=O)O)C(=O)O)cc1. Drug 2: Cn1c(=O)n(-c2ccc(C(C)(C)C#N)cc2)c2c3cc(-c4cnc5ccccc5c4)ccc3ncc21. Cell line: OCUBM. Synergy scores: synergy=-14.7. (5) Drug 1: CCN(CC)CCNC(=O)c1c(C)[nH]c(C=C2C(=O)Nc3ccc(F)cc32)c1C. Drug 2: CC1(c2nc3c(C(N)=O)cccc3[nH]2)CCCN1. Cell line: OV90. Synergy scores: synergy=2.50. (6) Drug 1: CCC1=CC2CN(C1)Cc1c([nH]c3ccccc13)C(C(=O)OC)(c1cc3c(cc1OC)N(C)C1C(O)(C(=O)OC)C(OC(C)=O)C4(CC)C=CCN5CCC31C54)C2. Drug 2: O=C(NOCC(O)CO)c1ccc(F)c(F)c1Nc1ccc(I)cc1F. Cell line: PA1. Synergy scores: synergy=-10.4. (7) Cell line: OVCAR3. Drug 2: CN(Cc1cnc2nc(N)nc(N)c2n1)c1ccc(C(=O)NC(CCC(=O)O)C(=O)O)cc1. Drug 1: O=S1(=O)NC2(CN1CC(F)(F)F)C1CCC2Cc2cc(C=CCN3CCC(C(F)(F)F)CC3)ccc2C1. Synergy scores: synergy=-24.0.